From a dataset of Reaction yield outcomes from USPTO patents with 853,638 reactions. Predict the reaction yield, written as a fraction of the theoretical maximum amount of product (1.0 means a 100% yield; for example, 0.34 means a 34% yield). (1) The product is [OH:16][CH2:15][C:10]1([CH2:9][NH:8][C:6](=[O:7])[O:5][C:1]([CH3:3])([CH3:2])[CH3:4])[CH2:14][CH2:13][CH2:12][CH2:11]1. The reactants are [C:1]([O:5][C:6]([NH:8][CH2:9][C:10]1([C:15](OC)=[O:16])[CH2:14][CH2:13][CH2:12][CH2:11]1)=[O:7])([CH3:4])([CH3:3])[CH3:2].[H-].C([Al+]CC(C)C)C(C)C.CCOCC. The yield is 0.770. The catalyst is C1COCC1.C(Cl)Cl. (2) The reactants are [C:1]1([C:7]2[N:8]=[C:9]([CH2:19][N:20]3C(=O)C4C(=CC=CC=4)C3=O)[S:10][C:11]=2[S:12][C:13]2[CH:18]=[CH:17][CH:16]=[CH:15][CH:14]=2)[CH:6]=[CH:5][CH:4]=[CH:3][CH:2]=1.O.NN.O. The catalyst is C(O)C. The product is [C:1]1([C:7]2[N:8]=[C:9]([CH2:19][NH2:20])[S:10][C:11]=2[S:12][C:13]2[CH:14]=[CH:15][CH:16]=[CH:17][CH:18]=2)[CH:2]=[CH:3][CH:4]=[CH:5][CH:6]=1. The yield is 0.970. (3) The reactants are [CH3:1][C:2]1([CH3:14])[C@:6]23[C@@H:12]([CH2:13][C@H:3]1[CH2:4][CH2:5]2)[NH:11][S:8](=[O:10])(=[O:9])[CH2:7]3.[Cl-].[Li+].C(N(CC)CC)C.[CH3:24][C:25](=[CH2:34])[C:26](O[C:26](=[O:27])[C:25]([CH3:24])=[CH2:34])=[O:27]. The catalyst is C1COCC1.O. The product is [C:26]([N:11]1[C@@H:12]2[CH2:13][C@@H:3]3[C:2]([CH3:14])([CH3:1])[C@:6]2([CH2:5][CH2:4]3)[CH2:7][S:8]1(=[O:9])=[O:10])(=[O:27])[C:25]([CH3:34])=[CH2:24]. The yield is 0.960. (4) The reactants are [Cl:1][C:2]1[C:10]2[N:9]=[C:8]3[N:11]([C:15]4[CH:20]=[CH:19][C:18]([Cl:21])=[CH:17][C:16]=4[Cl:22])[CH2:12][CH2:13][CH2:14][N:7]3[C:6]=2[C:5]([CH:23]([NH2:26])[CH2:24][CH3:25])=[CH:4][CH:3]=1.C(N(CC)CC)C.Cl[C:35]([O:37][CH3:38])=[O:36].O. The catalyst is O1CCCC1. The product is [Cl:1][C:2]1[C:10]2[N:9]=[C:8]3[N:11]([C:15]4[CH:20]=[CH:19][C:18]([Cl:21])=[CH:17][C:16]=4[Cl:22])[CH2:12][CH2:13][CH2:14][N:7]3[C:6]=2[C:5]([CH:23]([NH:26][C:35](=[O:36])[O:37][CH3:38])[CH2:24][CH3:25])=[CH:4][CH:3]=1. The yield is 0.280. (5) The yield is 0.760. The product is [OH:17][CH:16]([C:8]1[CH:9]=[C:10]2[N:15]([C:7]=1[N:3]1[CH2:4][CH2:5][CH2:6][C:2]1=[O:1])[CH:14]=[CH:13][CH:12]=[CH:11]2)[CH3:21]. No catalyst specified. The reactants are [O:1]=[C:2]1[CH2:6][CH2:5][CH2:4][N:3]1[C:7]1[N:15]2[C:10]([CH:11]=[CH:12][CH:13]=[CH:14]2)=[CH:9][C:8]=1[CH:16]=[O:17].C[Mg+].[Br-].[CH3:21]COCC.